Dataset: NCI-60 drug combinations with 297,098 pairs across 59 cell lines. Task: Regression. Given two drug SMILES strings and cell line genomic features, predict the synergy score measuring deviation from expected non-interaction effect. (1) Drug 1: CS(=O)(=O)C1=CC(=C(C=C1)C(=O)NC2=CC(=C(C=C2)Cl)C3=CC=CC=N3)Cl. Drug 2: C1C(C(OC1N2C=NC3=C(N=C(N=C32)Cl)N)CO)O. Cell line: SW-620. Synergy scores: CSS=15.3, Synergy_ZIP=-3.65, Synergy_Bliss=2.57, Synergy_Loewe=-22.2, Synergy_HSA=-0.209. (2) Cell line: T-47D. Drug 1: CC1OCC2C(O1)C(C(C(O2)OC3C4COC(=O)C4C(C5=CC6=C(C=C35)OCO6)C7=CC(=C(C(=C7)OC)O)OC)O)O. Synergy scores: CSS=33.4, Synergy_ZIP=-8.17, Synergy_Bliss=1.34, Synergy_Loewe=2.69, Synergy_HSA=3.35. Drug 2: CC1=C(C(=CC=C1)Cl)NC(=O)C2=CN=C(S2)NC3=CC(=NC(=N3)C)N4CCN(CC4)CCO. (3) Drug 1: CN(C)N=NC1=C(NC=N1)C(=O)N. Drug 2: C(=O)(N)NO. Cell line: DU-145. Synergy scores: CSS=3.62, Synergy_ZIP=-1.46, Synergy_Bliss=-2.20, Synergy_Loewe=-5.02, Synergy_HSA=-4.21. (4) Drug 1: C1=CC(=CC=C1C#N)C(C2=CC=C(C=C2)C#N)N3C=NC=N3. Drug 2: C1C(C(OC1N2C=NC3=C(N=C(N=C32)Cl)N)CO)O. Cell line: SK-OV-3. Synergy scores: CSS=18.2, Synergy_ZIP=-4.17, Synergy_Bliss=2.02, Synergy_Loewe=-0.341, Synergy_HSA=0.410. (5) Drug 1: CC(CN1CC(=O)NC(=O)C1)N2CC(=O)NC(=O)C2. Drug 2: C1CN(P(=O)(OC1)NCCCl)CCCl. Cell line: SNB-75. Synergy scores: CSS=0.458, Synergy_ZIP=-0.885, Synergy_Bliss=-1.31, Synergy_Loewe=-2.07, Synergy_HSA=-1.03.